This data is from Catalyst prediction with 721,799 reactions and 888 catalyst types from USPTO. The task is: Predict which catalyst facilitates the given reaction. (1) Reactant: [N+:1]([C:4]1[CH:9]=[CH:8][CH:7]=[CH:6][C:5]=1[NH:10][CH:11]([CH2:15][S:16]([CH2:19][C:20]1[CH:25]=[CH:24][CH:23]=[CH:22][CH:21]=1)(=[O:18])=[O:17])[C:12](O)=[O:13])([O-:3])=[O:2].C1C=CC2N(O)N=NC=2C=1.C(Cl)CCl.[NH2:40][CH:41]([CH2:53][CH3:54])[C@@H:42]([C:44]1[O:45][C:46]2[CH:52]=[CH:51][CH:50]=[CH:49][C:47]=2[N:48]=1)[OH:43].CN1CCOCC1. Product: [O:45]1[C:46]2[CH:52]=[CH:51][CH:50]=[CH:49][C:47]=2[N:48]=[C:44]1[CH:42]([C@@H:41]([NH:40][C:12](=[O:13])[C@@H:11]([NH:10][C:5]1[CH:6]=[CH:7][CH:8]=[CH:9][C:4]=1[N+:1]([O-:3])=[O:2])[CH2:15][S:16]([CH2:19][C:20]1[CH:25]=[CH:24][CH:23]=[CH:22][CH:21]=1)(=[O:18])=[O:17])[CH2:53][CH3:54])[OH:43]. The catalyst class is: 4. (2) Reactant: [NH2:1][C:2]1[N:7]=[C:6]([O:8]S(C(F)(F)F)(=O)=O)[C:5]([CH3:16])=[C:4]([C:17]2[O:18][CH:19]=[CH:20][CH:21]=2)[N:3]=1.C[S-].[Na+]. Product: [NH2:1][C:2]1[NH:7][C:6](=[O:8])[C:5]([CH3:16])=[C:4]([C:17]2[O:18][CH:19]=[CH:20][CH:21]=2)[N:3]=1. The catalyst class is: 57. (3) Reactant: [CH:1]([C:3]1[CH:18]=[CH:17][C:6]([O:7][C:8]2[CH:16]=[CH:15][C:11]([C:12]([NH2:14])=[O:13])=[CH:10][N:9]=2)=[CH:5][CH:4]=1)=O.Cl.Cl.[F:21][C:22]1[CH:27]=[CH:26][C:25]([N:28]2[CH2:33][CH2:32][NH:31][CH2:30][CH2:29]2)=[CH:24][CH:23]=1.C(N(CC)CC)C.[BH4-].[Na+]. Product: [F:21][C:22]1[CH:23]=[CH:24][C:25]([N:28]2[CH2:33][CH2:32][N:31]([CH2:1][C:3]3[CH:18]=[CH:17][C:6]([O:7][C:8]4[CH:16]=[CH:15][C:11]([C:12]([NH2:14])=[O:13])=[CH:10][N:9]=4)=[CH:5][CH:4]=3)[CH2:30][CH2:29]2)=[CH:26][CH:27]=1. The catalyst class is: 5. (4) Reactant: [C:1]([NH2:20])([C:14]1[CH:19]=[CH:18][CH:17]=[CH:16][CH:15]=1)([C:8]1[CH:13]=[CH:12][CH:11]=[CH:10][CH:9]=1)[C:2]1[CH:7]=[CH:6][CH:5]=[CH:4][CH:3]=1.O=[CH:22][CH2:23][C:24]1([C:37]([O:39][CH2:40][CH3:41])=[O:38])[CH2:29][CH2:28][CH2:27][N:26]([C:30]([O:32][C:33]([CH3:36])([CH3:35])[CH3:34])=[O:31])[CH2:25]1.ClCCCl.C(O[BH-](OC(=O)C)OC(=O)C)(=O)C.[Na+]. Product: [C:1]([NH:20][CH2:22][CH2:23][C:24]1([C:37]([O:39][CH2:40][CH3:41])=[O:38])[CH2:29][CH2:28][CH2:27][N:26]([C:30]([O:32][C:33]([CH3:35])([CH3:36])[CH3:34])=[O:31])[CH2:25]1)([C:8]1[CH:13]=[CH:12][CH:11]=[CH:10][CH:9]=1)([C:14]1[CH:15]=[CH:16][CH:17]=[CH:18][CH:19]=1)[C:2]1[CH:3]=[CH:4][CH:5]=[CH:6][CH:7]=1. The catalyst class is: 6. (5) Reactant: [CH3:1][C@@H:2]1[CH2:7][CH2:6][CH2:5][NH:4][C@@H:3]1[CH2:8][N:9]1[C:17](=[O:18])[C:16]2[C:11](=[CH:12][CH:13]=[CH:14][CH:15]=2)[C:10]1=[O:19].[F:20][C:21]1[CH:29]=[CH:28][CH:27]=[C:26]([I:30])[C:22]=1[C:23](O)=[O:24].CCN(C(C)C)C(C)C.CN(C(ON1N=NC2C=CC=NC1=2)=[N+](C)C)C.F[P-](F)(F)(F)(F)F. Product: [F:20][C:21]1[CH:29]=[CH:28][CH:27]=[C:26]([I:30])[C:22]=1[C:23]([N:4]1[CH2:5][CH2:6][CH2:7][C@@H:2]([CH3:1])[C@H:3]1[CH2:8][N:9]1[C:17](=[O:18])[C:16]2[C:11](=[CH:12][CH:13]=[CH:14][CH:15]=2)[C:10]1=[O:19])=[O:24]. The catalyst class is: 39. (6) Reactant: [CH3:1][S:2]([N:5]1[CH2:10][CH2:9][NH:8][CH2:7][CH2:6]1)(=[O:4])=[O:3].[Cl:11][C:12]1[C:13]([Cl:20])=[N:14][CH:15]=[C:16]([CH:19]=1)[CH:17]=O.CCO.C([BH3-])#N.[Na+]. Product: [Cl:11][C:12]1[CH:19]=[C:16]([CH2:17][N:8]2[CH2:9][CH2:10][N:5]([S:2]([CH3:1])(=[O:4])=[O:3])[CH2:6][CH2:7]2)[CH:15]=[N:14][C:13]=1[Cl:20]. The catalyst class is: 52. (7) Reactant: [NH2:1][C:2]1[N:10]=[CH:9][CH:8]=[CH:7][C:3]=1[C:4]([OH:6])=O.C(Cl)(=O)C([Cl:14])=O.[NH2:17][C:18]1[CH:23]=[CH:22][C:21]([Cl:24])=[CH:20][N:19]=1.N1C=CC=CC=1. Product: [ClH:14].[NH2:1][C:2]1[C:3]([C:4]([NH:17][C:18]2[CH:23]=[CH:22][C:21]([Cl:24])=[CH:20][N:19]=2)=[O:6])=[CH:7][CH:8]=[CH:9][N:10]=1. The catalyst class is: 139. (8) Reactant: [C:9](O[C:9]([O:11][C:12]([CH3:15])([CH3:14])[CH3:13])=[O:10])([O:11][C:12]([CH3:15])([CH3:14])[CH3:13])=[O:10].[CH2:16]([NH:23][NH2:24])[C:17]1[CH:22]=[CH:21][CH:20]=[CH:19][CH:18]=1.Cl.C(NN)C1C=CC=CC=1.C(=O)([O-])[O-].[Na+].[Na+]. Product: [C:12]([O:11][C:9]([N:23]([CH2:16][C:17]1[CH:22]=[CH:21][CH:20]=[CH:19][CH:18]=1)[NH2:24])=[O:10])([CH3:13])([CH3:14])[CH3:15]. The catalyst class is: 83. (9) Reactant: Cl[CH:2]([C:14]1[CH:19]=[CH:18][CH:17]=[CH:16][CH:15]=1)[C:3]([C:5]1[C:13]2[C:8](=[CH:9][CH:10]=[CH:11][CH:12]=2)[NH:7][CH:6]=1)=[O:4].[N:20]1[CH:25]=[CH:24][CH:23]=[CH:22][C:21]=1[CH2:26][NH2:27].CCN(C(C)C)C(C)C. Product: [NH:7]1[C:8]2[C:13](=[CH:12][CH:11]=[CH:10][CH:9]=2)[C:5]([C:3](=[O:4])[CH:2]([C:14]2[CH:19]=[CH:18][CH:17]=[CH:16][CH:15]=2)[NH:27][CH2:26][C:21]2[CH:22]=[CH:23][CH:24]=[CH:25][N:20]=2)=[CH:6]1. The catalyst class is: 10. (10) Reactant: [NH2:1][C:2]1[N:7]=[C:6]([CH3:8])[CH:5]=[CH:4][CH:3]=1.[N+:9]([O-])([OH:11])=[O:10].C(=O)([O-])[O-].[Na+].[Na+]. Product: [CH3:8][C:6]1[N:7]=[C:2]([NH2:1])[C:3]([N+:9]([O-:11])=[O:10])=[CH:4][CH:5]=1. The catalyst class is: 82.